Dataset: Reaction yield outcomes from USPTO patents with 853,638 reactions. Task: Predict the reaction yield, written as a fraction of the theoretical maximum amount of product (1.0 means a 100% yield; for example, 0.34 means a 34% yield). (1) The reactants are Cl[C:2]1[N:7]=[C:6]([C:8]2[N:12]3[CH:13]=[CH:14][CH:15]=[CH:16][C:11]3=[N:10][C:9]=2[C:17]2[CH:18]=[CH:19][C:20]([O:34][CH3:35])=[C:21]([CH:33]=2)[C:22]([NH:24][C:25]2[C:30]([F:31])=[CH:29][CH:28]=[CH:27][C:26]=2[F:32])=[O:23])[CH:5]=[CH:4][N:3]=1.[CH2:36]([O:38][C:39]1[CH:45]=[C:44]([N:46]2[CH2:51][CH2:50][CH:49]([CH2:52][CH2:53][S:54]([CH3:57])(=[O:56])=[O:55])[CH2:48][CH2:47]2)[C:43]([CH3:58])=[CH:42][C:40]=1[NH2:41])[CH3:37].Cl. The catalyst is FC(F)(F)CO. The product is [F:32][C:26]1[CH:27]=[CH:28][CH:29]=[C:30]([F:31])[C:25]=1[NH:24][C:22](=[O:23])[C:21]1[CH:33]=[C:17]([C:9]2[N:10]=[C:11]3[CH:16]=[CH:15][CH:14]=[CH:13][N:12]3[C:8]=2[C:6]2[CH:5]=[CH:4][N:3]=[C:2]([NH:41][C:40]3[CH:42]=[C:43]([CH3:58])[C:44]([N:46]4[CH2:51][CH2:50][CH:49]([CH2:52][CH2:53][S:54]([CH3:57])(=[O:56])=[O:55])[CH2:48][CH2:47]4)=[CH:45][C:39]=3[O:38][CH2:36][CH3:37])[N:7]=2)[CH:18]=[CH:19][C:20]=1[O:34][CH3:35]. The yield is 0.570. (2) The reactants are F[C:2]1[CH:7]=[CH:6][C:5]([N+:8]([O-:10])=[O:9])=[CH:4][C:3]=1[O:11][CH3:12].[C:13]([O:17][C:18]([N:20]1[CH2:23][CH:22]([OH:24])[CH2:21]1)=[O:19])([CH3:16])([CH3:15])[CH3:14].C(O[K])(C)(C)C. The catalyst is C1COCC1.O. The product is [C:13]([O:17][C:18]([N:20]1[CH2:23][CH:22]([O:24][C:2]2[CH:7]=[CH:6][C:5]([N+:8]([O-:10])=[O:9])=[CH:4][C:3]=2[O:11][CH3:12])[CH2:21]1)=[O:19])([CH3:16])([CH3:14])[CH3:15]. The yield is 0.950.